Predict the product of the given reaction. From a dataset of Forward reaction prediction with 1.9M reactions from USPTO patents (1976-2016). Given the reactants [Cl:1][C:2]1[N:3]=[CH:4][NH:5][C:6]=1[Cl:7].[OH-].[K+].[Br:10][CH2:11][C:12]1[CH:25]=[CH:24][C:23]2[C:14](=[CH:15][C:16]3[C:21]([CH:22]=2)=[CH:20][CH:19]=[CH:18][CH:17]=3)[CH:13]=1.Br[CH2:27][C:28]1[CH:37]=[CH:36][C:35]2[C:30](=[CH:31][CH:32]=[CH:33][CH:34]=2)[CH:29]=1, predict the reaction product. The product is: [Br-:10].[CH:13]1[C:14]2[C:23](=[CH:22][C:21]3[C:16]([CH:15]=2)=[CH:17][CH:18]=[CH:19][CH:20]=3)[CH:24]=[CH:25][C:12]=1[CH2:11][N+:3]1[C:2]([Cl:1])=[C:6]([Cl:7])[N:5]([CH2:27][C:28]2[CH:37]=[CH:36][C:35]3[C:30](=[CH:31][CH:32]=[CH:33][CH:34]=3)[CH:29]=2)[CH:4]=1.